This data is from PAMPA permeability data for FDA-approved drugs from NCATS. The task is: Regression/Classification. Given a drug SMILES string, predict its absorption, distribution, metabolism, or excretion properties. Task type varies by dataset: regression for continuous measurements (e.g., permeability, clearance, half-life) or binary classification for categorical outcomes (e.g., BBB penetration, CYP inhibition). Dataset: approved_pampa_ncats. The compound is C=CCNC(=S)N. The result is 1 (high permeability).